From a dataset of Forward reaction prediction with 1.9M reactions from USPTO patents (1976-2016). Predict the product of the given reaction. Given the reactants [O:1]1[C:5]2[CH:6]=[CH:7][CH:8]=[CH:9][C:4]=2[CH:3]=[C:2]1[C:10]([OH:12])=O.C(N1C=CN=C1)(N1C=CN=C1)=O.[NH2:25][CH2:26][C@@H:27]([NH:31][C:32](=[O:38])[O:33][C:34]([CH3:37])([CH3:36])[CH3:35])[CH:28]([CH3:30])[CH3:29], predict the reaction product. The product is: [CH3:29][CH:28]([CH3:30])[C@H:27]([NH:31][C:32]([O:33][C:34]([CH3:35])([CH3:37])[CH3:36])=[O:38])[CH2:26][NH:25][C:10]([C:2]1[O:1][C:5]2[CH:6]=[CH:7][CH:8]=[CH:9][C:4]=2[CH:3]=1)=[O:12].